Dataset: Full USPTO retrosynthesis dataset with 1.9M reactions from patents (1976-2016). Task: Predict the reactants needed to synthesize the given product. Given the product [Br-:20].[OH:2][C@@H:3]1[CH:8]2[CH2:7][CH2:6][N+:5]([CH2:11][C:12](=[O:19])[NH:13][C:14]3[CH:18]=[N:24][CH:22]=[CH:21][N:15]=3)([CH2:10][CH2:9]2)[CH2:4]1, predict the reactants needed to synthesize it. The reactants are: [Br-].[OH:2][C@@H:3]1[CH:8]2[CH2:9][CH2:10][N+:5]([CH2:11][C:12](=[O:19])[NH:13][C:14]3[CH:18]=CO[N:15]=3)([CH2:6][CH2:7]2)[CH2:4]1.[Br:20][CH2:21][C:22]([NH:24]C1C=NC=CN=1)=O.